Dataset: Full USPTO retrosynthesis dataset with 1.9M reactions from patents (1976-2016). Task: Predict the reactants needed to synthesize the given product. (1) Given the product [O:40]1[CH2:45][CH2:44][CH:43]([O:24][C:23](=[O:25])[C@@H:22]([NH:21][C:19]([C:15]2[C:16]([CH3:18])=[N:17][C:12]([NH:11][CH2:10][CH2:9][CH2:8][C:4]3[CH:5]=[CH:6][CH:7]=[C:2]([OH:1])[CH:3]=3)=[N:13][C:14]=2[CH3:35])=[O:20])[CH2:26][NH:27][C:28]([C:30]2[S:31][CH:32]=[CH:33][CH:34]=2)=[O:29])[CH2:42][CH2:41]1, predict the reactants needed to synthesize it. The reactants are: [OH:1][C:2]1[CH:3]=[C:4]([CH2:8][CH2:9][CH2:10][NH:11][C:12]2[N:17]=[C:16]([CH3:18])[C:15]([C:19]([NH:21][C@@H:22]([CH2:26][NH:27][C:28]([C:30]3[S:31][CH:32]=[CH:33][CH:34]=3)=[O:29])[C:23]([OH:25])=[O:24])=[O:20])=[C:14]([CH3:35])[N:13]=2)[CH:5]=[CH:6][CH:7]=1.S(Cl)(Cl)=O.[O:40]1[CH2:45][CH2:44][CH:43](O)[CH2:42][CH2:41]1. (2) Given the product [F:23][C:19]1[CH:18]=[C:17]([CH:22]=[CH:21][CH:20]=1)[CH2:16][N:12]1[C:11]2[CH2:10][CH2:9][CH:8]([NH:24][C:25](=[O:29])[CH:26]([CH3:27])[CH3:28])[CH2:7][C:6]=2[C:5]2[C:13]1=[CH:14][CH:15]=[C:3]([CH:1]=[O:31])[CH:4]=2, predict the reactants needed to synthesize it. The reactants are: [C:1]([C:3]1[CH:4]=[C:5]2[C:13](=[CH:14][CH:15]=1)[N:12]([CH2:16][C:17]1[CH:22]=[CH:21][CH:20]=[C:19]([F:23])[CH:18]=1)[C:11]1[CH2:10][CH2:9][CH:8]([NH:24][C:25](=[O:29])[CH:26]([CH3:28])[CH3:27])[CH2:7][C:6]2=1)#N.C(O)=[O:31].